Dataset: Full USPTO retrosynthesis dataset with 1.9M reactions from patents (1976-2016). Task: Predict the reactants needed to synthesize the given product. Given the product [Br:1][C:2]1[CH:3]=[CH:4][C:5]([Cl:19])=[C:6]([CH:8]([C:10]2[CH:15]=[CH:14][C:13]([O:16][CH2:17][CH3:18])=[CH:12][CH:11]=2)[OH:9])[CH:7]=1, predict the reactants needed to synthesize it. The reactants are: [Br:1][C:2]1[CH:3]=[CH:4][C:5]([Cl:19])=[C:6]([C:8]([C:10]2[CH:15]=[CH:14][C:13]([O:16][CH2:17][CH3:18])=[CH:12][CH:11]=2)=[O:9])[CH:7]=1.C(#N)C.[BH4-].[Na+].O.